Dataset: Reaction yield outcomes from USPTO patents with 853,638 reactions. Task: Predict the reaction yield, written as a fraction of the theoretical maximum amount of product (1.0 means a 100% yield; for example, 0.34 means a 34% yield). (1) The product is [Cl:25][C:26]1[CH:36]=[CH:35][C:29]([O:30][CH2:31][C:6]2[N:15]([CH:23]([CH:17]3[CH2:18][CH2:19][CH2:20][CH2:21][CH2:22]3)[C:45]([NH:44][CH:38]3[CH2:43][CH2:42][CH2:41][CH2:40][CH2:39]3)=[O:48])[C:9]3[CH:10]=[C:11]([F:14])[CH:12]=[CH:13][C:8]=3[N:7]=2)=[C:28]([CH3:37])[CH:27]=1. The catalyst is O1CCOCC1. The reactants are C(O[C:6](=O)[NH:7][C:8]1[CH:13]=[CH:12][C:11]([F:14])=[CH:10][C:9]=1[NH2:15])(C)(C)C.[CH:17]1([CH:23]=O)[CH2:22][CH2:21][CH2:20][CH2:19][CH2:18]1.[Cl:25][C:26]1[CH:36]=[CH:35][C:29]([O:30][CH2:31]C(O)=O)=[C:28]([CH3:37])[CH:27]=1.[CH:38]1([N+:44]#[C-:45])[CH2:43][CH2:42][CH2:41][CH2:40][CH2:39]1.Cl.C[OH:48]. The yield is 0.500. (2) The reactants are [C:1]([C:4]1[CH:11]=[CH:10][C:7]([CH:8]=[O:9])=[CH:6][CH:5]=1)([OH:3])=[O:2].[C:12](Cl)(=O)C. The catalyst is CO. The product is [CH3:12][O:2][C:1]([C:4]1[CH:11]=[CH:10][C:7]([CH:8]=[O:9])=[CH:6][CH:5]=1)=[O:3]. The yield is 0.960. (3) The reactants are Br[C:2]1[CH:3]=[CH:4][C:5]2=[C:6]([CH:19]=1)[NH:7][C:8](=[O:18])[CH2:9][N:10]=[C:11]2[C:12]1[CH:17]=[CH:16][CH:15]=[CH:14][CH:13]=1.[C:20]([O:24][CH3:25])(=[O:23])[CH:21]=[CH2:22].C(N(CC)CC)C. The catalyst is CN(C=O)C.C1C=CC(/C=C/C(/C=C/C2C=CC=CC=2)=O)=CC=1.C1C=CC(/C=C/C(/C=C/C2C=CC=CC=2)=O)=CC=1.C1C=CC(/C=C/C(/C=C/C2C=CC=CC=2)=O)=CC=1.[Pd].[Pd]. The product is [O:18]=[C:8]1[NH:7][C:6]2[CH:19]=[C:2](/[CH:22]=[CH:21]/[C:20]([O:24][CH3:25])=[O:23])[CH:3]=[CH:4][C:5]=2[C:11]([C:12]2[CH:17]=[CH:16][CH:15]=[CH:14][CH:13]=2)=[N:10][CH2:9]1. The yield is 0.330. (4) The reactants are [OH:1][C:2]1[CH:3]=[C:4]([CH:9]=[C:10]([O:12][C@H:13]2[CH2:17][CH2:16][N:15]([CH3:18])[C:14]2=[O:19])[CH:11]=1)[C:5]([O:7][CH3:8])=[O:6].F[C:21]1[CH:30]=[C:29]2[C:24]([C:25](=[O:32])[N:26]([CH3:31])[CH2:27][O:28]2)=[CH:23][CH:22]=1.C(=O)([O-])[O-].[K+].[K+]. The catalyst is C(#N)C. The product is [CH3:31][N:26]1[C:25](=[O:32])[C:24]2[C:29](=[CH:30][C:21]([O:1][C:2]3[CH:3]=[C:4]([CH:9]=[C:10]([O:12][C@H:13]4[CH2:17][CH2:16][N:15]([CH3:18])[C:14]4=[O:19])[CH:11]=3)[C:5]([O:7][CH3:8])=[O:6])=[CH:22][CH:23]=2)[O:28][CH2:27]1. The yield is 0.540. (5) The reactants are [CH2:1]([C:5]1[N:10]2[N:11]=[CH:12][N:13]=[C:9]2[N:8]([CH:14]2[CH2:19][CH2:18][C:17](=[O:20])[CH2:16][CH2:15]2)[C:7](=[O:21])[C:6]=1[CH2:22][C:23]1[CH:28]=[CH:27][C:26]([C:29]2[C:30]([C:35]#[N:36])=[CH:31][CH:32]=[CH:33][CH:34]=2)=[CH:25][CH:24]=1)[CH2:2][CH2:3][CH3:4].[CH3:37][CH:38]([CH:41]([CH3:43])[OH:42])CO. The catalyst is O.C1(C)C=CC(S(O)(=O)=O)=CC=1.C1(C)C=CC=CC=1. The product is [CH2:1]([C:5]1[N:10]2[N:11]=[CH:12][N:13]=[C:9]2[N:8]([CH:14]2[CH2:15][CH2:16][C:17]3([O:42][CH:41]([CH3:43])[CH:38]([CH3:37])[O:20]3)[CH2:18][CH2:19]2)[C:7](=[O:21])[C:6]=1[CH2:22][C:23]1[CH:28]=[CH:27][C:26]([C:29]2[C:30]([C:35]#[N:36])=[CH:31][CH:32]=[CH:33][CH:34]=2)=[CH:25][CH:24]=1)[CH2:2][CH2:3][CH3:4]. The yield is 1.00.